From a dataset of Forward reaction prediction with 1.9M reactions from USPTO patents (1976-2016). Predict the product of the given reaction. (1) Given the reactants O.[NH2:2][NH2:3].[CH2:4]([C:6]1[C:15]([CH3:16])=[C:14]([OH:17])[CH:13]=[CH:12][C:7]=1[C:8](OC)=[O:9])[CH3:5], predict the reaction product. The product is: [CH2:4]([C:6]1[C:15]([CH3:16])=[C:14]([OH:17])[CH:13]=[CH:12][C:7]=1[C:8]([NH:2][NH2:3])=[O:9])[CH3:5]. (2) Given the reactants [CH3:1][N:2]1[CH2:6][CH2:5][CH2:4][CH2:3]1.[CH2:7]([Al:9]([CH2:12][CH3:13])[CH2:10][CH3:11])[CH3:8], predict the reaction product. The product is: [CH2:7]([Al:9]([CH2:12][CH3:13])[CH2:10][CH3:11])[CH3:8].[CH3:1][N:2]1[CH2:6][CH2:5][CH2:4][CH2:3]1. (3) Given the reactants [F:1][CH:2]([F:33])[C:3]1[CH:4]=[C:5]([C:10]2[CH:15]=[C:14]([O:16][CH3:17])[C:13]([C:18]3[C:27]4[C:22](=[CH:23][C:24]([S:28]([OH:31])(=[O:30])=O)=[CH:25][CH:26]=4)[CH:21]=[CH:20][N:19]=3)=[CH:12][C:11]=2[F:32])[CH:6]=[C:7]([F:9])[CH:8]=1.S(Cl)(Cl)=O.CN(C)C=O.S(Cl)(Cl)(=O)=O.[NH2:48][C:49]1[CH:53]=[CH:52][O:51][N:50]=1.C(N(CC)CC)C.Cl, predict the reaction product. The product is: [F:33][CH:2]([F:1])[C:3]1[CH:4]=[C:5]([C:10]2[CH:15]=[C:14]([O:16][CH3:17])[C:13]([C:18]3[C:27]4[C:22](=[CH:23][C:24]([S:28]([NH:48][C:49]5[CH:53]=[CH:52][O:51][N:50]=5)(=[O:30])=[O:31])=[CH:25][CH:26]=4)[CH:21]=[CH:20][N:19]=3)=[CH:12][C:11]=2[F:32])[CH:6]=[C:7]([F:9])[CH:8]=1. (4) Given the reactants Br[C:2]1[N:7]=[C:6]([C:8]([O:10][CH2:11][CH3:12])=[O:9])[CH:5]=[CH:4][CH:3]=1.[OH:13][C:14]1[CH:19]=[CH:18][C:17](B(O)O)=[CH:16][CH:15]=1.C(=O)([O-])[O-].[K+].[K+], predict the reaction product. The product is: [OH:13][C:14]1[CH:19]=[CH:18][C:17]([C:2]2[N:7]=[C:6]([C:8]([O:10][CH2:11][CH3:12])=[O:9])[CH:5]=[CH:4][CH:3]=2)=[CH:16][CH:15]=1.